Dataset: NCI-60 drug combinations with 297,098 pairs across 59 cell lines. Task: Regression. Given two drug SMILES strings and cell line genomic features, predict the synergy score measuring deviation from expected non-interaction effect. (1) Drug 1: CC1=C2C(C(=O)C3(C(CC4C(C3C(C(C2(C)C)(CC1OC(=O)C(C(C5=CC=CC=C5)NC(=O)OC(C)(C)C)O)O)OC(=O)C6=CC=CC=C6)(CO4)OC(=O)C)OC)C)OC. Drug 2: C1CN(P(=O)(OC1)NCCCl)CCCl. Cell line: NCI/ADR-RES. Synergy scores: CSS=2.79, Synergy_ZIP=-1.07, Synergy_Bliss=-0.274, Synergy_Loewe=-7.31, Synergy_HSA=-1.64. (2) Cell line: CAKI-1. Drug 2: CC1=C(C=C(C=C1)C(=O)NC2=CC(=CC(=C2)C(F)(F)F)N3C=C(N=C3)C)NC4=NC=CC(=N4)C5=CN=CC=C5. Drug 1: CCC1=CC2CC(C3=C(CN(C2)C1)C4=CC=CC=C4N3)(C5=C(C=C6C(=C5)C78CCN9C7C(C=CC9)(C(C(C8N6C)(C(=O)OC)O)OC(=O)C)CC)OC)C(=O)OC.C(C(C(=O)O)O)(C(=O)O)O. Synergy scores: CSS=46.2, Synergy_ZIP=-2.19, Synergy_Bliss=-1.33, Synergy_Loewe=3.36, Synergy_HSA=3.43. (3) Drug 1: CC1=C(C(=O)C2=C(C1=O)N3CC4C(C3(C2COC(=O)N)OC)N4)N. Drug 2: C1C(C(OC1N2C=NC3=C2NC=NCC3O)CO)O. Cell line: EKVX. Synergy scores: CSS=0.406, Synergy_ZIP=1.76, Synergy_Bliss=-10.5, Synergy_Loewe=-2.98, Synergy_HSA=-7.41. (4) Drug 1: C1CCN(CC1)CCOC2=CC=C(C=C2)C(=O)C3=C(SC4=C3C=CC(=C4)O)C5=CC=C(C=C5)O. Drug 2: C1CCC(C(C1)N)N.C(=O)(C(=O)[O-])[O-].[Pt+4]. Cell line: TK-10. Synergy scores: CSS=12.8, Synergy_ZIP=-3.33, Synergy_Bliss=1.68, Synergy_Loewe=-4.41, Synergy_HSA=0.700. (5) Drug 1: C1=NC(=NC(=O)N1C2C(C(C(O2)CO)O)O)N. Drug 2: C(CC(=O)O)C(=O)CN.Cl. Synergy scores: CSS=45.1, Synergy_ZIP=-11.5, Synergy_Bliss=-5.90, Synergy_Loewe=0.709, Synergy_HSA=1.78. Cell line: HCC-2998. (6) Drug 1: CCC(=C(C1=CC=CC=C1)C2=CC=C(C=C2)OCCN(C)C)C3=CC=CC=C3.C(C(=O)O)C(CC(=O)O)(C(=O)O)O. Drug 2: CCC1(C2=C(COC1=O)C(=O)N3CC4=CC5=C(C=CC(=C5CN(C)C)O)N=C4C3=C2)O.Cl. Cell line: NCI-H322M. Synergy scores: CSS=15.5, Synergy_ZIP=-5.49, Synergy_Bliss=-0.763, Synergy_Loewe=-6.27, Synergy_HSA=-1.99. (7) Drug 1: C1CCN(CC1)CCOC2=CC=C(C=C2)C(=O)C3=C(SC4=C3C=CC(=C4)O)C5=CC=C(C=C5)O. Drug 2: CCCCC(=O)OCC(=O)C1(CC(C2=C(C1)C(=C3C(=C2O)C(=O)C4=C(C3=O)C=CC=C4OC)O)OC5CC(C(C(O5)C)O)NC(=O)C(F)(F)F)O. Cell line: OVCAR-8. Synergy scores: CSS=0.140, Synergy_ZIP=3.77, Synergy_Bliss=1.07, Synergy_Loewe=-4.82, Synergy_HSA=-4.43. (8) Drug 1: CC(C1=C(C=CC(=C1Cl)F)Cl)OC2=C(N=CC(=C2)C3=CN(N=C3)C4CCNCC4)N. Drug 2: C1CN1P(=S)(N2CC2)N3CC3. Cell line: NCI-H460. Synergy scores: CSS=19.8, Synergy_ZIP=-12.5, Synergy_Bliss=-13.2, Synergy_Loewe=-19.4, Synergy_HSA=-12.4. (9) Drug 1: C1=CC(=C2C(=C1NCCNCCO)C(=O)C3=C(C=CC(=C3C2=O)O)O)NCCNCCO. Drug 2: C#CCC(CC1=CN=C2C(=N1)C(=NC(=N2)N)N)C3=CC=C(C=C3)C(=O)NC(CCC(=O)O)C(=O)O. Cell line: NCI-H322M. Synergy scores: CSS=20.6, Synergy_ZIP=-4.60, Synergy_Bliss=-0.208, Synergy_Loewe=0.550, Synergy_HSA=0.320.